From a dataset of Catalyst prediction with 721,799 reactions and 888 catalyst types from USPTO. Predict which catalyst facilitates the given reaction. (1) The catalyst class is: 4. Product: [CH2:1]1[C:9]2[C:4](=[CH:5][C:6]([S:10]([NH:14][C:15]3[CH:19]=[CH:18][S:17][C:16]=3[C:20]([O:22][CH3:23])=[O:21])(=[O:12])=[O:11])=[CH:7][CH:8]=2)[CH2:3][CH2:2]1. Reactant: [CH2:1]1[C:9]2[C:4](=[CH:5][C:6]([S:10](Cl)(=[O:12])=[O:11])=[CH:7][CH:8]=2)[CH2:3][CH2:2]1.[NH2:14][C:15]1[CH:19]=[CH:18][S:17][C:16]=1[C:20]([O:22][CH3:23])=[O:21].N1C=CC=CC=1. (2) Reactant: [F:1][C:2]1[CH:3]=[N:4][C:5]([NH:11][C:12]2[CH:17]=[CH:16][CH:15]=[CH:14][CH:13]=2)=[C:6]([CH:10]=1)[C:7]([OH:9])=O.CCN=C=NCCCN(C)C.C1C=CC2N(O)N=NC=2C=1.CCN(C(C)C)C(C)C.[CH3:48][C:49]([NH2:53])([C:51]#[CH:52])[CH3:50]. Product: [F:1][C:2]1[CH:3]=[N:4][C:5]([NH:11][C:12]2[CH:17]=[CH:16][CH:15]=[CH:14][CH:13]=2)=[C:6]([CH:10]=1)[C:7]([NH:53][C:49]([CH3:50])([C:51]#[CH:52])[CH3:48])=[O:9]. The catalyst class is: 2. (3) The catalyst class is: 17. Product: [CH3:2][N:3]1[CH2:8][CH2:7][N:6]([C:9]([O:11][C:12]2[C:36]3[C:37](=[O:38])/[C:33](=[CH:32]/[C:23]4[C:24]5[C:29](=[CH:28][CH:27]=[C:26]([O:30][CH3:31])[CH:25]=5)[N:21]([CH2:20][CH2:19][CH2:18][N:17]([CH3:16])[CH3:45])[CH:22]=4)/[O:34][C:35]=3[CH:42]=[C:41]([O:43][C:9]([N:6]3[CH2:7][CH2:8][N:3]([CH3:2])[CH2:4][CH2:5]3)=[O:10])[CH:40]=2)=[O:10])[CH2:5][CH2:4]1. Reactant: [Cl-].[CH3:2][NH+:3]1[CH2:8][CH2:7][N:6]([C:9]([O:11][C:12](Cl)(Cl)Cl)=[O:10])[CH2:5][CH2:4]1.[CH3:16][N:17]([CH3:45])[CH2:18][CH2:19][CH2:20][N:21]1[C:29]2[C:24](=[CH:25][C:26]([O:30][CH3:31])=[CH:27][CH:28]=2)[C:23](/[CH:32]=[C:33]2\[O:34][C:35]3[CH:42]=[C:41]([OH:43])[CH:40]=C(O)[C:36]=3[C:37]\2=[O:38])=[CH:22]1.C(Cl)Cl. (4) Reactant: [Cl:1][C:2]1[CH:3]=[C:4]([NH:16][C:17]2[C:26]3[C:21](=[CH:22][C:23]([O:28][CH3:29])=[C:24]([NH2:27])[CH:25]=3)[N:20]=[CH:19][N:18]=2)[CH:5]=[CH:6][C:7]=1[O:8][CH2:9][C:10]1[CH:15]=[CH:14][CH:13]=[CH:12][N:11]=1.[Br:30][CH2:31]/[CH:32]=[CH:33]/[C:34](Cl)=[O:35].O. Product: [Br:30][CH2:31]/[CH:32]=[CH:33]/[C:34]([NH:27][C:24]1[CH:25]=[C:26]2[C:21](=[CH:22][C:23]=1[O:28][CH3:29])[N:20]=[CH:19][N:18]=[C:17]2[NH:16][C:4]1[CH:5]=[CH:6][C:7]([O:8][CH2:9][C:10]2[CH:15]=[CH:14][CH:13]=[CH:12][N:11]=2)=[C:2]([Cl:1])[CH:3]=1)=[O:35]. The catalyst class is: 1.